Dataset: Forward reaction prediction with 1.9M reactions from USPTO patents (1976-2016). Task: Predict the product of the given reaction. (1) Given the reactants [Br:1][C:2]1[C:3]([F:20])=[C:4]([CH:17]=[CH:18][CH:19]=1)[C:5](Cl)=[N:6][C:7]1[CH:12]=[CH:11][CH:10]=[C:9]([N+:13]([O-:15])=[O:14])[CH:8]=1.C[Si](C)(C)[O:23][NH2:24].C(OCC)(=O)C.C(=O)(O)[O-].[Na+], predict the reaction product. The product is: [Br:1][C:2]1[C:3]([F:20])=[C:4]([CH:17]=[CH:18][CH:19]=1)[C:5]([NH:24][OH:23])=[N:6][C:7]1[CH:12]=[CH:11][CH:10]=[C:9]([N+:13]([O-:15])=[O:14])[CH:8]=1. (2) Given the reactants [NH2:1][C:2]1[CH:3]=[C:4]([C:8]2[CH:9]=[CH:10][CH:11]=[C:12]3[C:17]=2[N:16]=[C:15]([NH:18][C:19]2[CH:24]=[CH:23][C:22]([N:25]4[CH2:30][CH2:29][N:28]([C:31]([O:33][C:34]([CH3:37])([CH3:36])[CH3:35])=[O:32])[CH2:27][CH2:26]4)=[CH:21][C:20]=2[O:38][CH3:39])[N:14]=[CH:13]3)[CH:5]=[CH:6][CH:7]=1.CCN(C(C)C)C(C)C.[C:49](Cl)(=[O:52])[CH:50]=[CH2:51], predict the reaction product. The product is: [C:49]([NH:1][C:2]1[CH:3]=[C:4]([C:8]2[CH:9]=[CH:10][CH:11]=[C:12]3[C:17]=2[N:16]=[C:15]([NH:18][C:19]2[CH:24]=[CH:23][C:22]([N:25]4[CH2:30][CH2:29][N:28]([C:31]([O:33][C:34]([CH3:35])([CH3:36])[CH3:37])=[O:32])[CH2:27][CH2:26]4)=[CH:21][C:20]=2[O:38][CH3:39])[N:14]=[CH:13]3)[CH:5]=[CH:6][CH:7]=1)(=[O:52])[CH:50]=[CH2:51]. (3) Given the reactants C([O:3][C:4]([C@@H:6]1[CH2:15][C@@H:14]2[C@@H:9]([CH2:10][CH2:11][C@H:12]([O:16][C:17]3[CH:22]=[C:21]([N:23]4[CH:27]=[CH:26][CH:25]=[N:24]4)[CH:20]=[CH:19][C:18]=3[C:28]3[N:29]=[N:30][NH:31][N:32]=3)[CH2:13]2)[CH2:8][N:7]1[C:33]([O:35][C:36]([CH3:39])([CH3:38])[CH3:37])=[O:34])=[O:5])C.[OH-].[Na+], predict the reaction product. The product is: [C:36]([O:35][C:33]([N:7]1[C@H:6]([C:4]([OH:5])=[O:3])[CH2:15][C@@H:14]2[C@@H:9]([CH2:10][CH2:11][C@H:12]([O:16][C:17]3[CH:22]=[C:21]([N:23]4[CH:27]=[CH:26][CH:25]=[N:24]4)[CH:20]=[CH:19][C:18]=3[C:28]3[N:29]=[N:30][NH:31][N:32]=3)[CH2:13]2)[CH2:8]1)=[O:34])([CH3:39])([CH3:37])[CH3:38]. (4) Given the reactants [NH:1]1[C:9]2[C:4](=[CH:5][C:6]([NH:10][C:11]3[C:16]([C:17]#[N:18])=[CH:15][N:14]=[CH:13][C:12]=3[C:19]3[CH:24]=[CH:23][CH:22]=[C:21]([N+:25]([O-])=O)[CH:20]=3)=[CH:7][CH:8]=2)[CH:3]=[CH:2]1.NN.[C:30](Cl)(=[O:32])[CH3:31], predict the reaction product. The product is: [C:17]([C:16]1[C:11]([NH:10][C:6]2[CH:5]=[C:4]3[C:9](=[CH:8][CH:7]=2)[NH:1][CH:2]=[CH:3]3)=[C:12]([C:19]2[CH:20]=[C:21]([NH:25][C:30](=[O:32])[CH3:31])[CH:22]=[CH:23][CH:24]=2)[CH:13]=[N:14][CH:15]=1)#[N:18]. (5) Given the reactants [OH-].[Na+].[CH:3]1([C:6]2[CH:11]=[C:10]([CH2:12][N:13]3[CH2:16][C:15]4([CH2:20][C:19]([N:21]5[CH2:26][CH2:25][C:24]([CH3:32])([C:27]([O:29]CC)=[O:28])[CH2:23][CH2:22]5)=[N:18][O:17]4)[CH2:14]3)[CH:9]=[C:8]([O:33][CH2:34][CH2:35][CH3:36])[C:7]=2[C:37]2[CH:42]=[CH:41][CH:40]=[CH:39][C:38]=2[F:43])[CH2:5][CH2:4]1, predict the reaction product. The product is: [CH:3]1([C:6]2[CH:11]=[C:10]([CH2:12][N:13]3[CH2:16][C:15]4([CH2:20][C:19]([N:21]5[CH2:26][CH2:25][C:24]([CH3:32])([C:27]([OH:29])=[O:28])[CH2:23][CH2:22]5)=[N:18][O:17]4)[CH2:14]3)[CH:9]=[C:8]([O:33][CH2:34][CH2:35][CH3:36])[C:7]=2[C:37]2[CH:42]=[CH:41][CH:40]=[CH:39][C:38]=2[F:43])[CH2:4][CH2:5]1. (6) Given the reactants Cl[C:2]1[CH:3]=[CH:4][N:5]2[C:10]([C:11]=1[CH3:12])=[C:9]([CH:13]1[CH2:15][CH2:14]1)[CH:8]=[C:7]([C:16]([O:18][CH3:19])=[O:17])[C:6]2=[O:20].[NH2:21][C:22]1[CH:23]=[C:24](B(O)O)[CH:25]=[C:26]([F:28])[CH:27]=1, predict the reaction product. The product is: [NH2:21][C:22]1[CH:23]=[C:24]([C:2]2[CH:3]=[CH:4][N:5]3[C:10]([C:11]=2[CH3:12])=[C:9]([CH:13]2[CH2:15][CH2:14]2)[CH:8]=[C:7]([C:16]([O:18][CH3:19])=[O:17])[C:6]3=[O:20])[CH:25]=[C:26]([F:28])[CH:27]=1. (7) Given the reactants [CH3:1][N:2]1[CH:6]=[C:5]([CH2:7][C:8]([O:10]C)=[O:9])[C:4]([O:12][CH2:13][C:14]2[CH:19]=[CH:18][N:17]=[C:16]([O:20][CH2:21][C:22]3[N:23]=[C:24]([C:28]4[CH:33]=[CH:32][CH:31]=[CH:30][CH:29]=4)[O:25][C:26]=3[CH3:27])[CH:15]=2)=[N:3]1.[OH-].[Na+].O1CCCC1.Cl, predict the reaction product. The product is: [CH3:1][N:2]1[CH:6]=[C:5]([CH2:7][C:8]([OH:10])=[O:9])[C:4]([O:12][CH2:13][C:14]2[CH:19]=[CH:18][N:17]=[C:16]([O:20][CH2:21][C:22]3[N:23]=[C:24]([C:28]4[CH:29]=[CH:30][CH:31]=[CH:32][CH:33]=4)[O:25][C:26]=3[CH3:27])[CH:15]=2)=[N:3]1. (8) Given the reactants IC.[Br:3][C:4]1[C:5]([Cl:14])=[CH:6][C:7]2[O:11][C:10](=[O:12])[NH:9][C:8]=2[CH:13]=1.[C:15](=O)([O-])[O-].[K+].[K+].C(OCC)(=O)C, predict the reaction product. The product is: [Br:3][C:4]1[C:5]([Cl:14])=[CH:6][C:7]2[O:11][C:10](=[O:12])[N:9]([CH3:15])[C:8]=2[CH:13]=1. (9) Given the reactants [C:1]([NH:8][C@@H:9]([CH2:17][OH:18])[CH2:10][C@@H:11]([C:13]([F:16])([F:15])[F:14])[CH3:12])([O:3][C:4]([CH3:7])([CH3:6])[CH3:5])=[O:2].C1C=C[NH+]=CC=1.C1C=C[NH+]=CC=1.[O-:31][Cr](O[Cr]([O-])(=O)=O)(=O)=O.CN(C=O)C, predict the reaction product. The product is: [C:1]([NH:8][C@@H:9]([C:17]([OH:31])=[O:18])[CH2:10][C@@H:11]([C:13]([F:16])([F:15])[F:14])[CH3:12])([O:3][C:4]([CH3:7])([CH3:6])[CH3:5])=[O:2].